Task: Predict which catalyst facilitates the given reaction.. Dataset: Catalyst prediction with 721,799 reactions and 888 catalyst types from USPTO (1) The catalyst class is: 12. Reactant: [CH3:1][O:2][C:3](=[O:22])[C:4]1[CH:9]=[CH:8][C:7](I)=[C:6]([O:11][CH2:12][CH2:13][C:14]2[CH:19]=[CH:18][C:17]([Cl:20])=[CH:16][C:15]=2[Cl:21])[CH:5]=1.[C:23]([Cu])#[N:24]. Product: [CH3:1][O:2][C:3](=[O:22])[C:4]1[CH:9]=[CH:8][C:7]([C:23]#[N:24])=[C:6]([O:11][CH2:12][CH2:13][C:14]2[CH:19]=[CH:18][C:17]([Cl:20])=[CH:16][C:15]=2[Cl:21])[CH:5]=1. (2) Reactant: C([O:4][CH2:5][C:6]1[N:7]=[C:8](/[CH:11]=[CH:12]/[C:13]2[CH:18]=[CH:17][C:16]([C:19]([F:22])([F:21])[F:20])=[CH:15][CH:14]=2)[O:9][CH:10]=1)(=O)C.[OH-].[Na+].O. Product: [OH:4][CH2:5][C:6]1[N:7]=[C:8](/[CH:11]=[CH:12]/[C:13]2[CH:18]=[CH:17][C:16]([C:19]([F:22])([F:21])[F:20])=[CH:15][CH:14]=2)[O:9][CH:10]=1. The catalyst class is: 16. (3) Reactant: [F:1][C:2]([F:34])([F:33])[C:3]([C@H:16]1[CH2:21][CH2:20][C@H:19]([NH:22][S:23]([C:26]2[N:27]=[C:28]([CH3:32])[N:29]([CH3:31])[CH:30]=2)(=[O:25])=[O:24])[CH2:18][CH2:17]1)([O:8][Si:9]([CH2:14][CH3:15])([CH2:12][CH3:13])[CH2:10][CH3:11])[C:4]([F:7])([F:6])[F:5].[CH2:35]1CCN2C(=NCCC2)C[CH2:36]1.C(I)C.[NH4+].[Cl-]. Product: [CH2:35]([N:22]([C@H:19]1[CH2:18][CH2:17][C@H:16]([C:3]([O:8][Si:9]([CH2:14][CH3:15])([CH2:10][CH3:11])[CH2:12][CH3:13])([C:4]([F:7])([F:6])[F:5])[C:2]([F:1])([F:33])[F:34])[CH2:21][CH2:20]1)[S:23]([C:26]1[N:27]=[C:28]([CH3:32])[N:29]([CH3:31])[CH:30]=1)(=[O:25])=[O:24])[CH3:36]. The catalyst class is: 215.